From a dataset of Full USPTO retrosynthesis dataset with 1.9M reactions from patents (1976-2016). Predict the reactants needed to synthesize the given product. (1) Given the product [F:1][C:2]1[CH:7]=[C:6]([F:8])[CH:5]=[CH:4][C:3]=1[CH2:9][NH:10][C:11]([C:13]1[C:14](=[O:39])[C:15]([OH:31])=[C:16]2[C:28](=[O:29])[N:20]3[CH2:21][CH2:22][C@@H:23]4[CH2:27][CH2:26][CH2:25][N:24]4[C@@H:19]3[CH2:18][N:17]2[CH:30]=1)=[O:12], predict the reactants needed to synthesize it. The reactants are: [F:1][C:2]1[CH:7]=[C:6]([F:8])[CH:5]=[CH:4][C:3]=1[CH2:9][NH:10][C:11]([C:13]1[C:14](=[O:39])[C:15]([O:31]CC2C=CC=CC=2)=[C:16]2[C:28](=[O:29])[N:20]3[CH2:21][CH2:22][C@@H:23]4[CH2:27][CH2:26][CH2:25][N:24]4[C@@H:19]3[CH2:18][N:17]2[CH:30]=1)=[O:12]. (2) Given the product [F:1][C:2]1[CH:3]=[CH:4][C:5]([N:9]2[CH2:14][CH2:13][C:12]3=[N:15][C:16]([CH2:18][O:19][C:20]4[CH:21]=[CH:22][CH:23]=[CH:24][CH:25]=4)=[CH:17][N:11]3[C:10]2=[O:26])=[N:6][C:7]=1[CH3:8], predict the reactants needed to synthesize it. The reactants are: [F:1][C:2]1[CH:3]=[CH:4][C:5]([N:9]2[CH:14]=[CH:13][C:12]3=[N:15][C:16]([CH2:18][O:19][C:20]4[CH:25]=[CH:24][CH:23]=[CH:22][CH:21]=4)=[CH:17][N:11]3[C:10]2=[O:26])=[N:6][C:7]=1[CH3:8].[H][H]. (3) Given the product [CH3:14][N:11]1[CH2:12][CH2:13][N:8]([C:5]2[CH:6]=[CH:7][C:2]([B:19]3[O:20][C:21]([CH3:23])([CH3:22])[C:17]([CH3:24])([CH3:16])[O:18]3)=[CH:3][CH:4]=2)[C:9](=[O:15])[CH2:10]1, predict the reactants needed to synthesize it. The reactants are: I[C:2]1[CH:7]=[CH:6][C:5]([N:8]2[CH2:13][CH2:12][N:11]([CH3:14])[CH2:10][C:9]2=[O:15])=[CH:4][CH:3]=1.[CH3:16][C:17]1([CH3:24])[C:21]([CH3:23])([CH3:22])[O:20][BH:19][O:18]1.COC1C=CC=C(OC)C=1C1C=CC=CC=1P(C1CCCCC1)C1CCCCC1.CCN(CC)CC. (4) Given the product [NH2:19][C:16]1[CH:15]=[CH:14][C:13]([O:12][CH2:11][C:10]([CH2:9][O:8][C:7]2[CH:6]=[CH:5][C:4]([NH2:1])=[CH:45][CH:44]=2)([CH2:22][O:23][C:24]2[CH:29]=[CH:28][C:27]([NH2:30])=[CH:26][CH:25]=2)[CH2:33][O:34][C:35]2[CH:36]=[CH:37][C:38]([NH2:41])=[CH:39][CH:40]=2)=[CH:18][CH:17]=1, predict the reactants needed to synthesize it. The reactants are: [N+:1]([C:4]1[CH:45]=[CH:44][C:7]([O:8][CH2:9][C:10]([CH2:33][O:34][C:35]2[CH:40]=[CH:39][C:38]([N+:41]([O-])=O)=[CH:37][CH:36]=2)([CH2:22][O:23][C:24]2[CH:29]=[CH:28][C:27]([N+:30]([O-])=O)=[CH:26][CH:25]=2)[CH2:11][O:12][C:13]2[CH:18]=[CH:17][C:16]([N+:19]([O-])=O)=[CH:15][CH:14]=2)=[CH:6][CH:5]=1)([O-])=O.[H][H]. (5) Given the product [OH:8][CH2:7][CH2:6][CH2:5][CH2:4][CH2:3][CH2:2][NH:1][CH:9]=[O:10], predict the reactants needed to synthesize it. The reactants are: [NH2:1][CH2:2][CH2:3][CH2:4][CH2:5][CH2:6][CH2:7][OH:8].[CH:9](OCC)=[O:10]. (6) Given the product [CH3:26][S:27]([O:6][CH2:5][CH2:4][C:3]([CH2:1][CH3:2])([C:10]1[CH:15]=[CH:14][CH:13]=[C:12]([N+:16]([O-:18])=[O:17])[CH:11]=1)[CH2:7][CH2:8][O:9][S:27]([CH3:26])(=[O:29])=[O:28])(=[O:29])=[O:28], predict the reactants needed to synthesize it. The reactants are: [CH2:1]([C:3]([C:10]1[CH:15]=[CH:14][CH:13]=[C:12]([N+:16]([O-:18])=[O:17])[CH:11]=1)([CH2:7][CH2:8][OH:9])[CH2:4][CH2:5][OH:6])[CH3:2].C(N(CC)CC)C.[CH3:26][S:27](Cl)(=[O:29])=[O:28]. (7) The reactants are: [C:1]([CH2:3][NH:4][C:5](=[O:31])[C@@H:6]([O:11][C@H:12]([C:25]1[CH:30]=[CH:29][CH:28]=[CH:27][CH:26]=1)[C:13]1[CH:18]=[CH:17][C:16]([C:19]2[CH:20]=[N:21][CH:22]=[CH:23][CH:24]=2)=[CH:15][CH:14]=1)[CH2:7][CH:8]([CH3:10])[CH3:9])#[N:2].ClC1C=C(C=CC=1)C(OO)=[O:37]. Given the product [C:1]([CH2:3][NH:4][C:5](=[O:31])[C@@H:6]([O:11][C@@H:12]([C:13]1[CH:18]=[CH:17][C:16]([C:19]2[CH:20]=[N+:21]([O-:37])[CH:22]=[CH:23][CH:24]=2)=[CH:15][CH:14]=1)[C:25]1[CH:30]=[CH:29][CH:28]=[CH:27][CH:26]=1)[CH2:7][CH:8]([CH3:10])[CH3:9])#[N:2], predict the reactants needed to synthesize it. (8) The reactants are: Cl[C:2]1[S:3][C:4]([C:13]#[N:14])=[CH:5][C:6]=1[CH:7]=[N:8][NH:9][C:10](=[O:12])[CH3:11].C([O-])(=O)C.[K+]. Given the product [C:10]([N:9]1[C:2]2[S:3][C:4]([C:13]#[N:14])=[CH:5][C:6]=2[CH:7]=[N:8]1)(=[O:12])[CH3:11], predict the reactants needed to synthesize it. (9) Given the product [CH3:1][NH:2][C:3]([C:5]1[C:6]2[C@@H:7]([O:27][CH2:43][CH2:42][O:41][CH3:40])[C@H:8]([OH:26])[C@@H:9]([C:20]3[CH:25]=[CH:24][CH:23]=[CH:22][CH:21]=3)[NH:10][C:11]=2[C:12]2[N:17]=[C:16]([CH3:18])[N:15]([CH3:19])[C:13]=2[CH:14]=1)=[O:4], predict the reactants needed to synthesize it. The reactants are: [CH3:1][NH:2][C:3]([C:5]1[C:6]2[C@@H:7]([OH:27])[C@H:8]([OH:26])[C@@H:9]([C:20]3[CH:25]=[CH:24][CH:23]=[CH:22][CH:21]=3)[NH:10][C:11]=2[C:12]2[N:17]=[C:16]([CH3:18])[N:15]([CH3:19])[C:13]=2[CH:14]=1)=[O:4].CS(O)(=O)=O.C(N(CC)CC)C.[CH3:40][O:41][CH2:42][CH2:43]O.